Dataset: Forward reaction prediction with 1.9M reactions from USPTO patents (1976-2016). Task: Predict the product of the given reaction. (1) Given the reactants [H-].[Na+].[C:3]([CH2:5]P(=O)(OCC)OCC)#[N:4].[CH2:14]([O:21][C:22]1[CH:23]=[C:24]([CH:27]=[CH:28][C:29]=1[N+:30]([O-:32])=[O:31])[CH:25]=O)[C:15]1[CH:20]=[CH:19][CH:18]=[CH:17][CH:16]=1, predict the reaction product. The product is: [CH2:14]([O:21][C:22]1[CH:23]=[C:24]([CH:25]=[CH:5][C:3]#[N:4])[CH:27]=[CH:28][C:29]=1[N+:30]([O-:32])=[O:31])[C:15]1[CH:20]=[CH:19][CH:18]=[CH:17][CH:16]=1. (2) Given the reactants [CH:1]([C:3]1[CH:12]=[CH:11][C:6]([C:7]([O:9][CH3:10])=[O:8])=[CH:5][CH:4]=1)=O.[CH3:13][O:14][C:15]1[C:16]([C:29](=[O:31])[CH3:30])=[CH:17][C:18]2[C:19]([CH3:28])([CH3:27])[CH2:20][CH2:21][C:22]([CH3:26])([CH3:25])[C:23]=2[CH:24]=1.[CH2:32](O)C.Cl.CN(C)CCCN=C=NCC, predict the reaction product. The product is: [CH3:13][O:14][C:15]1[C:16]([C:29](=[O:31])[CH:30]=[CH:1][C:3]2[CH:12]=[CH:11][C:6]([C:7]([O:9][CH2:10][CH3:32])=[O:8])=[CH:5][CH:4]=2)=[CH:17][C:18]2[C:19]([CH3:28])([CH3:27])[CH2:20][CH2:21][C:22]([CH3:26])([CH3:25])[C:23]=2[CH:24]=1. (3) Given the reactants [N+:1]([C:4]1[CH:13]=[C:12]2[C:7]([CH2:8][CH2:9][CH2:10][C:11]2=[O:14])=[CH:6][CH:5]=1)([O-:3])=[O:2].B.CSC, predict the reaction product. The product is: [N+:1]([C:4]1[CH:13]=[C:12]2[C:7]([CH2:8][CH2:9][CH2:10][CH:11]2[OH:14])=[CH:6][CH:5]=1)([O-:3])=[O:2]. (4) Given the reactants [Br-].[Mg+2].[Br-].[Cl:4][C:5]1[CH:6]=[C:7]([NH:11][C:12]2[N:17]=[C:16]([C:18]3[CH:23]=[CH:22][N:21]=[C:20]([C:24](OCC)=[O:25])[CH:19]=3)[CH:15]=[CH:14][N:13]=2)[CH:8]=[CH:9][CH:10]=1.[CH2:29]([NH:31][CH2:32][CH3:33])[CH3:30].O, predict the reaction product. The product is: [Cl:4][C:5]1[CH:6]=[C:7]([NH:11][C:12]2[N:17]=[C:16]([C:18]3[CH:23]=[CH:22][N:21]=[C:20]([C:24]([N:31]([CH2:32][CH3:33])[CH2:29][CH3:30])=[O:25])[CH:19]=3)[CH:15]=[CH:14][N:13]=2)[CH:8]=[CH:9][CH:10]=1. (5) Given the reactants [NH2:1][C:2]1[N:3]=[C:4]([CH3:18])[C:5]2[CH:11]=[CH:10][C:9](=[O:12])[N:8]([CH:13]3[CH2:17][CH2:16][O:15][CH2:14]3)[C:6]=2[N:7]=1.[Br:19]Br, predict the reaction product. The product is: [BrH:19].[NH2:1][C:2]1[N:3]=[C:4]([CH3:18])[C:5]2[CH:11]=[C:10]([Br:19])[C:9](=[O:12])[N:8]([CH:13]3[CH2:17][CH2:16][O:15][CH2:14]3)[C:6]=2[N:7]=1. (6) The product is: [NH2:21][CH2:11][CH2:10][C:6]1[C:5]([F:19])=[C:4]([O:3][CH2:1][CH3:2])[CH:9]=[CH:8][N:7]=1. Given the reactants [CH2:1]([O:3][C:4]1[CH:9]=[CH:8][N:7]=[C:6]([CH:10](N2C(C)=CC=C2C)[CH3:11])[C:5]=1[F:19])[CH3:2].Cl.[NH2:21]O.[OH-].[K+].C(O)C, predict the reaction product.